This data is from Peptide-MHC class I binding affinity with 185,985 pairs from IEDB/IMGT. The task is: Regression. Given a peptide amino acid sequence and an MHC pseudo amino acid sequence, predict their binding affinity value. This is MHC class I binding data. (1) The peptide sequence is SAIMVASDV. The MHC is HLA-A02:02 with pseudo-sequence HLA-A02:02. The binding affinity (normalized) is 0.218. (2) The binding affinity (normalized) is 0.959. The peptide sequence is TVLSFCAFA. The MHC is HLA-A02:06 with pseudo-sequence HLA-A02:06. (3) The peptide sequence is LLLCLIFLLV. The MHC is HLA-A68:02 with pseudo-sequence HLA-A68:02. The binding affinity (normalized) is 0.223. (4) The peptide sequence is AEFKYIAAV. The MHC is HLA-B57:01 with pseudo-sequence HLA-B57:01. The binding affinity (normalized) is 0. (5) The peptide sequence is SFYVNRGFK. The MHC is HLA-B07:02 with pseudo-sequence HLA-B07:02. The binding affinity (normalized) is 0.0847. (6) The peptide sequence is RRSRPSGDL. The MHC is Mamu-B08 with pseudo-sequence Mamu-B08. The binding affinity (normalized) is 0.604. (7) The peptide sequence is NIMEFCKAY. The MHC is HLA-B57:01 with pseudo-sequence HLA-B57:01. The binding affinity (normalized) is 0.0847.